Task: Predict the product of the given reaction.. Dataset: Forward reaction prediction with 1.9M reactions from USPTO patents (1976-2016) (1) Given the reactants [N:1]1[CH:6]=[CH:5][N:4]=[CH:3][C:2]=1[C:7]([O:9][CH2:10][CH3:11])=[O:8], predict the reaction product. The product is: [NH:1]1[CH2:6][CH2:5][NH:4][CH:3]=[C:2]1[C:7]([O:9][CH2:10][CH3:11])=[O:8]. (2) The product is: [CH2:1]([P:3]([CH2:4][CH3:5])[CH2:12][CH2:13][NH:14][CH2:19][CH2:20][P:23]([CH2:26][CH3:27])[CH2:24][CH3:25])[CH3:2]. Given the reactants [CH2:1]([PH:3][CH2:4][CH3:5])[CH3:2].[Li]CCCC.Cl[CH2:12][CH2:13][N:14]([CH2:19][CH2:20]Cl)[Si](C)(C)C.[Li][P:23]([CH2:26][CH3:27])[CH2:24][CH3:25], predict the reaction product.